Dataset: Reaction yield outcomes from USPTO patents with 853,638 reactions. Task: Predict the reaction yield, written as a fraction of the theoretical maximum amount of product (1.0 means a 100% yield; for example, 0.34 means a 34% yield). The reactants are [C:1](=O)([O-])[O-].[Cs+].[Cs+].[OH:7][C:8]1[CH:13]=[CH:12][C:11]([CH:14]([CH3:16])[CH3:15])=[CH:10][C:9]=1[C:17]([C:19]1[CH:24]=[CH:23][CH:22]=[CH:21][CH:20]=1)=[O:18].[CH3:25][O:26][C:27](=[O:46])[CH2:28][CH2:29][C:30]1[CH:35]=[CH:34][C:33]([O:36][CH2:37][CH2:38][CH:39](OS(C)(=O)=O)[CH3:40])=[CH:32][CH:31]=1. The catalyst is CN(C=O)C. The product is [CH3:25][O:26][C:27](=[O:46])[CH2:28][CH2:29][C:30]1[CH:35]=[CH:34][C:33]([O:36][CH2:37][CH2:38][CH:39]([O:7][C:8]2[CH:13]=[CH:12][C:11]([CH:14]([CH3:16])[CH3:15])=[CH:10][C:9]=2[C:17](=[O:18])[C:19]2[CH:20]=[CH:21][CH:22]=[CH:23][CH:24]=2)[CH3:40])=[CH:32][C:31]=1[CH3:1]. The yield is 0.520.